From a dataset of Full USPTO retrosynthesis dataset with 1.9M reactions from patents (1976-2016). Predict the reactants needed to synthesize the given product. (1) The reactants are: [NH2:1][C:2]1[CH:7]=[CH:6][C:5]([N:8]2[C:14](=[O:15])[CH2:13][C:12](=[O:16])[NH:11][C:10]3[C:17]4[C:22]([CH:23]=[CH:24][C:9]2=3)=[CH:21][CH:20]=[CH:19][CH:18]=4)=[CH:4][CH:3]=1.CC1C=CC=CC=1[C:28](Cl)=[S:29].O=C1CC(=O)N([C:44]2[CH:52]=[CH:51][C:47]([C:48](O)=[O:49])=[CH:46][CH:45]=2)C2C=CC3C(C=2N1)=CC=CC=3. Given the product [CH3:28][S:29][C:51]1[CH:52]=[CH:44][CH:45]=[CH:46][C:47]=1[C:48]([NH:1][C:2]1[CH:7]=[CH:6][C:5]([N:8]2[C:14](=[O:15])[CH2:13][C:12](=[O:16])[NH:11][C:10]3[C:17]4[C:22]([CH:23]=[CH:24][C:9]2=3)=[CH:21][CH:20]=[CH:19][CH:18]=4)=[CH:4][CH:3]=1)=[O:49], predict the reactants needed to synthesize it. (2) Given the product [F:4][C:5]1[CH:6]=[C:7]([CH:10]=[CH:11][C:12]=1[O:2][CH3:1])[CH:8]=[O:9], predict the reactants needed to synthesize it. The reactants are: [CH3:1][O-:2].[Na+].[F:4][C:5]1[CH:6]=[C:7]([CH:10]=[CH:11][C:12]=1F)[CH:8]=[O:9]. (3) Given the product [F:12][C:13]1[CH:14]=[CH:15][C:16]([C:19]2[C:28]([CH2:29][C:30]3[CH:35]=[CH:34][C:33]([O:36][C:37]([F:38])([F:39])[F:40])=[CH:32][CH:31]=3)=[C:27]([CH:42]([CH3:43])[CH3:44])[CH:26]=[C:25]3[C:20]=2[C@@H:21]([OH:47])[CH2:22][C:23]([CH3:45])([CH3:46])[O:24]3)=[CH:17][CH:18]=1, predict the reactants needed to synthesize it. The reactants are: N[C@@H]1C2C(=CC=CC=2)C[C@@H]1O.[F:12][C:13]1[CH:18]=[CH:17][C:16]([C:19]2[C:28]([CH:29](F)[C:30]3[CH:35]=[CH:34][C:33]([O:36][C:37]([F:40])([F:39])[F:38])=[CH:32][CH:31]=3)=[C:27]([CH:42]([CH3:44])[CH3:43])[CH:26]=[C:25]3[C:20]=2[C:21](=[O:47])[CH2:22][C:23]([CH3:46])([CH3:45])[O:24]3)=[CH:15][CH:14]=1.CO. (4) Given the product [NH2:22][C:19]1[CH:18]=[CH:17][C:16]([CH2:15][N:9]([CH2:8][C:7]2[CH:25]=[CH:26][C:4]([NH2:1])=[CH:5][CH:6]=2)[C@@H:10]2[CH2:14][CH2:13][O:12][CH2:11]2)=[CH:21][CH:20]=1, predict the reactants needed to synthesize it. The reactants are: [N+:1]([C:4]1[CH:26]=[CH:25][C:7]([CH2:8][N:9]([CH2:15][C:16]2[CH:21]=[CH:20][C:19]([N+:22]([O-])=O)=[CH:18][CH:17]=2)[C@@H:10]2[CH2:14][CH2:13][O:12][CH2:11]2)=[CH:6][CH:5]=1)([O-])=O.[N+](C1C=CC(CN(CC2C=CC([N+]([O-])=O)=CC=2)C2C=CC=CC=2)=CC=1)([O-])=O. (5) The reactants are: C(=O)([O-])[O-].[Na+].[Na+].[O:7]1[C:11]2[CH:12]=[CH:13][CH:14]=[CH:15][C:10]=2[N:9]=[C:8]1[C:16]1[C:17]([NH2:23])=[N:18][CH:19]=[C:20](Br)[CH:21]=1.[CH3:24][N:25]([CH2:27][C:28]1[CH:33]=[CH:32][C:31](B(O)O)=[CH:30][CH:29]=1)[CH3:26].CN(C=O)C. Given the product [O:7]1[C:11]2[CH:12]=[CH:13][CH:14]=[CH:15][C:10]=2[N:9]=[C:8]1[C:16]1[C:17]([NH2:23])=[N:18][CH:19]=[C:20]([C:31]2[CH:32]=[CH:33][C:28]([CH2:27][N:25]([CH3:26])[CH3:24])=[CH:29][CH:30]=2)[CH:21]=1, predict the reactants needed to synthesize it. (6) Given the product [CH3:34][NH:35][C:13]([C:11]1[CH:10]=[CH:9][C:8]([C:16]2[CH:17]=[CH:18][C:19]([C:22]3[S:23][CH:24]=[CH:25][C:26]=3[NH:27][S:28]([CH:31]([CH3:33])[CH3:32])(=[O:30])=[O:29])=[CH:20][CH:21]=2)=[C:7]([C:5]#[N:6])[CH:12]=1)=[O:15], predict the reactants needed to synthesize it. The reactants are: S(Cl)(Cl)=O.[C:5]([C:7]1[CH:12]=[C:11]([C:13]([OH:15])=O)[CH:10]=[CH:9][C:8]=1[C:16]1[CH:21]=[CH:20][C:19]([C:22]2[S:23][CH:24]=[CH:25][C:26]=2[NH:27][S:28]([CH:31]([CH3:33])[CH3:32])(=[O:30])=[O:29])=[CH:18][CH:17]=1)#[N:6].[CH3:34][NH2:35]. (7) Given the product [CH:32]([N:45]1[CH2:50][CH2:49][N:48]([C:21]([C:20]2[CH:24]=[CH:25][CH:26]=[C:18]([C:16]3[CH:15]=[N:14][C:10]4[NH:11][CH2:12][CH2:13][N:8]([CH2:7][C:6]5[CH:27]=[C:2]([Cl:1])[CH:3]=[CH:4][C:5]=5[C:28]([F:29])([F:31])[F:30])[C:9]=4[CH:17]=3)[CH:19]=2)=[O:22])[CH2:47][CH2:46]1)([C:39]1[CH:44]=[CH:43][CH:42]=[CH:41][CH:40]=1)[C:33]1[CH:38]=[CH:37][CH:36]=[CH:35][CH:34]=1, predict the reactants needed to synthesize it. The reactants are: [Cl:1][C:2]1[CH:3]=[CH:4][C:5]([C:28]([F:31])([F:30])[F:29])=[C:6]([CH:27]=1)[CH2:7][N:8]1[CH2:13][CH2:12][NH:11][C:10]2[N:14]=[CH:15][C:16]([C:18]3[CH:19]=[C:20]([CH:24]=[CH:25][CH:26]=3)[C:21](O)=[O:22])=[CH:17][C:9]1=2.[CH:32]([N:45]1[CH2:50][CH2:49][NH:48][CH2:47][CH2:46]1)([C:39]1[CH:44]=[CH:43][CH:42]=[CH:41][CH:40]=1)[C:33]1[CH:38]=[CH:37][CH:36]=[CH:35][CH:34]=1. (8) The reactants are: [CH:1]1([N:4]2[C:9](=[O:10])[C:8]3[C:11](OS(C(F)(F)F)(=O)=O)=[C:12]([CH3:17])[C:13](=[O:16])[N:14]([CH3:15])[C:7]=3[N:6]([C:26]3[CH:31]=[CH:30][C:29]([I:32])=[CH:28][C:27]=3[F:33])[C:5]2=[O:34])[CH2:3][CH2:2]1.[NH2:35][C:36]1[CH:37]=[C:38]([NH:42][S:43]([CH3:46])(=[O:45])=[O:44])[CH:39]=[CH:40][CH:41]=1.CN(C)C(=O)C.N1C(C)=CC=CC=1C. Given the product [CH:1]1([N:4]2[C:9](=[O:10])[C:8]3[C:11]([NH:35][C:36]4[CH:37]=[C:38]([NH:42][S:43]([CH3:46])(=[O:45])=[O:44])[CH:39]=[CH:40][CH:41]=4)=[C:12]([CH3:17])[C:13](=[O:16])[N:14]([CH3:15])[C:7]=3[N:6]([C:26]3[CH:31]=[CH:30][C:29]([I:32])=[CH:28][C:27]=3[F:33])[C:5]2=[O:34])[CH2:2][CH2:3]1, predict the reactants needed to synthesize it. (9) The reactants are: C1N=CN([C:6](N2C=NC=C2)=[O:7])C=1.[CH3:13][O:14][CH2:15][CH2:16][O:17][C:18]1[C:22]2[CH:23]=[N:24][C:25]([NH2:27])=[CH:26][C:21]=2[N:20]([C:28]([C:41]2[CH:46]=[CH:45][CH:44]=[CH:43][CH:42]=2)([C:35]2[CH:40]=[CH:39][CH:38]=[CH:37][CH:36]=2)[C:29]2[CH:34]=[CH:33][CH:32]=[CH:31][CH:30]=2)[N:19]=1.N1C=CN=C1.[NH2:52][C@@H:53]([C:59]1[CH:64]=[CH:63][CH:62]=[CH:61][CH:60]=1)[C:54]1([OH:58])[CH2:57][CH2:56][CH2:55]1. Given the product [OH:58][C:54]1([C@H:53]([C:59]2[CH:64]=[CH:63][CH:62]=[CH:61][CH:60]=2)[NH:52][C:6]([NH:27][C:25]2[N:24]=[CH:23][C:22]3[C:18]([O:17][CH2:16][CH2:15][O:14][CH3:13])=[N:19][N:20]([C:28]([C:41]4[CH:46]=[CH:45][CH:44]=[CH:43][CH:42]=4)([C:35]4[CH:36]=[CH:37][CH:38]=[CH:39][CH:40]=4)[C:29]4[CH:34]=[CH:33][CH:32]=[CH:31][CH:30]=4)[C:21]=3[CH:26]=2)=[O:7])[CH2:55][CH2:56][CH2:57]1, predict the reactants needed to synthesize it.